Dataset: Forward reaction prediction with 1.9M reactions from USPTO patents (1976-2016). Task: Predict the product of the given reaction. (1) The product is: [Cl:1][C:2]1[CH:7]=[CH:6][C:5]([C:14]2[N:10]([CH3:9])[CH:11]=[N:12][CH:13]=2)=[CH:4][CH:3]=1. Given the reactants [Cl:1][C:2]1[CH:7]=[CH:6][C:5](I)=[CH:4][CH:3]=1.[CH3:9][N:10]1[CH:14]=[CH:13][N:12]=[CH:11]1.C1(P(C2CCCCC2)C2CCCCC2)CCCCC1.[H+].[B-](F)(F)(F)F.C([O-])([O-])=O.[Cs+].[Cs+], predict the reaction product. (2) Given the reactants C(O[C:6]([N:8]1[C:12]2[C:13](=[O:24])[N:14]([C:17]3[CH:22]=[CH:21][C:20](C)=[CH:19][CH:18]=3)[CH2:15][CH2:16][C:11]=2[C:10]([NH2:25])=[N:9]1)=[O:7])(C)(C)C.[C:26](=O)([O-])[O-].[K+].[K+].ClC[CH2:34][C:35]([N:37]1[CH2:42][CH2:41][N:40]([C:43]2[CH:48]=[CH:47][CH:46]=[C:45]([CH3:49])[C:44]=2[CH3:50])[CH2:39][CH2:38]1)=O, predict the reaction product. The product is: [NH2:25][C:10]1[C:11]2[CH2:16][CH2:15][N:14]([C:17]3[CH:18]=[CH:19][C:20]([CH3:26])=[CH:21][CH:22]=3)[C:13](=[O:24])[C:12]=2[N:8]([C:6](=[O:7])[CH2:34][CH2:35][N:37]2[CH2:38][CH2:39][N:40]([C:43]3[CH:48]=[CH:47][CH:46]=[C:45]([CH3:49])[C:44]=3[CH3:50])[CH2:41][CH2:42]2)[N:9]=1.